This data is from Full USPTO retrosynthesis dataset with 1.9M reactions from patents (1976-2016). The task is: Predict the reactants needed to synthesize the given product. (1) The reactants are: [NH2:1][C:2]1[N:7]=[CH:6][N:5]=[C:4]2[N:8]([CH:20]3[CH2:25][CH2:24][N:23](C(OC(C)(C)C)=O)[CH2:22][CH2:21]3)[N:9]=[C:10]([C:11]3[CH:16]=[CH:15][C:14]([NH2:17])=[C:13]([O:18][CH3:19])[CH:12]=3)[C:3]=12.[O:33]1[C:37]2[CH:38]=[CH:39][CH:40]=[CH:41][C:36]=2[CH:35]=[C:34]1[CH:42]=O.[C:44]([O:47][BH-]([O:47][C:44](=[O:46])[CH3:45])[O:47][C:44](=[O:46])[CH3:45])(=[O:46])[CH3:45].[Na+].[C:58]([OH:61])(=[O:60])[CH3:59]. Given the product [C:44]([OH:47])(=[O:46])[CH3:45].[C:58]([OH:61])(=[O:60])[CH3:59].[O:33]1[C:34]([CH2:42][NH:17][C:14]2[CH:15]=[CH:16][C:11]([C:10]3[C:3]4[C:4](=[N:5][CH:6]=[N:7][C:2]=4[NH2:1])[N:8]([CH:20]4[CH2:21][CH2:22][NH:23][CH2:24][CH2:25]4)[N:9]=3)=[CH:12][C:13]=2[O:18][CH3:19])=[CH:35][C:36]2[CH:41]=[CH:40][CH:39]=[CH:38][C:37]1=2, predict the reactants needed to synthesize it. (2) The reactants are: [CH2:1]([N:3]([CH2:33]C)[C:4](=[O:32])[CH:5]([CH2:22][C:23]1[CH:28]=[CH:27][C:26]([N+:29]([O-:31])=[O:30])=[CH:25][CH:24]=1)[C:6]([NH:8][S:9]([C:12]1[CH:21]=[CH:20][C:19]2[C:14](=[CH:15][CH:16]=[CH:17][CH:18]=2)[CH:13]=1)(=[O:11])=[O:10])=[O:7])[CH3:2].CNCC[OH:39]. Given the product [OH:39][CH2:2][CH2:1][N:3]([CH3:33])[C:4](=[O:32])[CH:5]([CH2:22][C:23]1[CH:24]=[CH:25][C:26]([N+:29]([O-:31])=[O:30])=[CH:27][CH:28]=1)[C:6]([NH:8][S:9]([C:12]1[CH:21]=[CH:20][C:19]2[C:14](=[CH:15][CH:16]=[CH:17][CH:18]=2)[CH:13]=1)(=[O:11])=[O:10])=[O:7], predict the reactants needed to synthesize it. (3) Given the product [C:28]([C:27]1[S:34][C:23]([C:22]2[CH:21]=[N:20][N:17]3[CH:18]=[CH:19][C:14]([N:10]4[CH2:11][CH2:12][CH2:13][CH:9]4[C:3]4[CH:4]=[C:5]([F:8])[CH:6]=[CH:7][C:2]=4[F:1])=[N:15][C:16]=23)=[N:25][N:26]=1)([CH3:31])([CH3:30])[CH3:29], predict the reactants needed to synthesize it. The reactants are: [F:1][C:2]1[CH:7]=[CH:6][C:5]([F:8])=[CH:4][C:3]=1[CH:9]1[CH2:13][CH2:12][CH2:11][N:10]1[C:14]1[CH:19]=[CH:18][N:17]2[N:20]=[CH:21][C:22]([C:23]([NH:25][NH:26][C:27](=O)[C:28]([CH3:31])([CH3:30])[CH3:29])=O)=[C:16]2[N:15]=1.P12(SP3(SP(SP(S3)(S1)=S)(=S)S2)=S)=[S:34].C([O-])([O-])=O.[Na+].[Na+]. (4) Given the product [C:1]1([C:7]2[CH2:8][CH2:9][N:10]([CH2:13][CH2:14][CH2:15][CH2:16][C:22]3[C:23]4[C:24](=[CH:25][CH:26]=[CH:27][CH:28]=4)[C:20](=[O:19])[NH:57][N:56]=3)[CH2:11][CH:12]=2)[CH:2]=[CH:3][CH:4]=[CH:5][CH:6]=1, predict the reactants needed to synthesize it. The reactants are: [C:1]1([C:7]2[CH2:8][CH2:9][N:10]([CH2:13][CH2:14][CH2:15][CH:16]=O)[CH2:11][CH:12]=2)[CH:6]=[CH:5][CH:4]=[CH:3][CH:2]=1.[Br-].[O:19]=[C:20]1[C:24]2[CH:25]=[CH:26][CH:27]=[CH:28][C:23]=2[CH:22]([P+](C2C=CC=CC=2)(C2C=CC=CC=2)C2C=CC=CC=2)O1.C(N(CC)CC)C.O.[NH2:56][NH2:57]. (5) Given the product [F:18][C:19]([F:39])([F:38])[S:20]([O:13][C:10]1[CH:11]=[CH:12][C:7]([C:4]2([O:3][CH2:1][CH3:2])[CH2:6][CH2:5]2)=[C:8]([C:14]([CH3:16])([CH3:15])[CH3:17])[CH:9]=1)(=[O:22])=[O:21], predict the reactants needed to synthesize it. The reactants are: [CH2:1]([O:3][C:4]1([C:7]2[CH:12]=[CH:11][C:10]([OH:13])=[CH:9][C:8]=2[C:14]([CH3:17])([CH3:16])[CH3:15])[CH2:6][CH2:5]1)[CH3:2].[F:18][C:19]([F:39])([F:38])[S:20](N(C1C=CC(Cl)=CN=1)[S:20]([C:19]([F:39])([F:38])[F:18])(=[O:22])=[O:21])(=[O:22])=[O:21].C(N(CC)CC)C. (6) Given the product [F:7][C:5]([F:6])([C:8]1[CH:13]=[CH:12][CH:11]=[CH:10][N:9]=1)[CH2:4][NH2:1], predict the reactants needed to synthesize it. The reactants are: [N:1]([CH2:4][C:5]([C:8]1[CH:13]=[CH:12][CH:11]=[CH:10][N:9]=1)([F:7])[F:6])=[N+]=[N-]. (7) Given the product [CH2:22]([O:24][C:25](=[O:36])[C:26]1[CH:31]=[C:30]([CH2:32][N:12]2[CH2:13][CH2:14][CH:15]([C:9]3[C:10]4[C:11](=[N:12][CH:13]=[CH:14][CH:15]=4)[N:7]([CH2:6][C:3]4[CH:4]=[CH:5][O:1][CH:2]=4)[CH:8]=3)[CH2:10][CH2:11]2)[CH:29]=[CH:28][C:27]=1[O:34][CH3:35])[CH3:23], predict the reactants needed to synthesize it. The reactants are: [O:1]1[CH:5]=[CH:4][C:3]([CH2:6][N:7]2[C:11]3=[N:12][CH:13]=[CH:14][CH:15]=[C:10]3[C:9](N3CCCCC3)=[CH:8]2)=[CH:2]1.[CH2:22]([O:24][C:25](=[O:36])[C:26]1[CH:31]=[C:30]([CH2:32]Br)[CH:29]=[CH:28][C:27]=1[O:34][CH3:35])[CH3:23]. (8) Given the product [Br:18][CH2:8][C:5]1[CH:6]=[CH:7][C:2]([F:1])=[C:3]([O:9][C:10](=[O:17])[C:11]2[CH:12]=[CH:13][CH:14]=[CH:15][CH:16]=2)[CH:4]=1, predict the reactants needed to synthesize it. The reactants are: [F:1][C:2]1[CH:7]=[CH:6][C:5]([CH3:8])=[CH:4][C:3]=1[O:9][C:10](=[O:17])[C:11]1[CH:16]=[CH:15][CH:14]=[CH:13][CH:12]=1.[Br:18]N1C(=O)CCC1=O.C(OOC(=O)C1C=CC=CC=1)(=O)C1C=CC=CC=1.O.